This data is from NCI-60 drug combinations with 297,098 pairs across 59 cell lines. The task is: Regression. Given two drug SMILES strings and cell line genomic features, predict the synergy score measuring deviation from expected non-interaction effect. (1) Synergy scores: CSS=-0.537, Synergy_ZIP=-2.67, Synergy_Bliss=-6.30, Synergy_Loewe=-5.01, Synergy_HSA=-5.25. Cell line: EKVX. Drug 2: C1=NC(=NC(=O)N1C2C(C(C(O2)CO)O)O)N. Drug 1: CC1C(C(=O)NC(C(=O)N2CCCC2C(=O)N(CC(=O)N(C(C(=O)O1)C(C)C)C)C)C(C)C)NC(=O)C3=C4C(=C(C=C3)C)OC5=C(C(=O)C(=C(C5=N4)C(=O)NC6C(OC(=O)C(N(C(=O)CN(C(=O)C7CCCN7C(=O)C(NC6=O)C(C)C)C)C)C(C)C)C)N)C. (2) Drug 1: CC(C1=C(C=CC(=C1Cl)F)Cl)OC2=C(N=CC(=C2)C3=CN(N=C3)C4CCNCC4)N. Drug 2: C(CC(=O)O)C(=O)CN.Cl. Cell line: SN12C. Synergy scores: CSS=5.50, Synergy_ZIP=-5.08, Synergy_Bliss=-7.82, Synergy_Loewe=-9.53, Synergy_HSA=-7.31.